This data is from Forward reaction prediction with 1.9M reactions from USPTO patents (1976-2016). The task is: Predict the product of the given reaction. (1) Given the reactants [CH2:1]([C:8]1[CH:9]=[C:10](Br)[C:11]([O:21][CH3:22])=[C:12]([CH:20]=1)[CH2:13][N:14]1[CH2:19][CH2:18][O:17][CH2:16][CH2:15]1)[C:2]1[CH:7]=[CH:6][CH:5]=[CH:4][CH:3]=1.[C:24]([O-])(=[O:26])[CH3:25].[Tl+].C1(P(C2C=CC=CC=2)CCCP(C2C=CC=CC=2)C2C=CC=CC=2)C=CC=CC=1.C(N(CC)CC)C.C(OCCCC)=C, predict the reaction product. The product is: [CH2:1]([C:8]1[CH:20]=[C:12]([CH2:13][N:14]2[CH2:19][CH2:18][O:17][CH2:16][CH2:15]2)[C:11]([O:21][CH3:22])=[C:10]([C:24](=[O:26])[CH3:25])[CH:9]=1)[C:2]1[CH:7]=[CH:6][CH:5]=[CH:4][CH:3]=1. (2) The product is: [CH2:1]([C:3]1[C:11]2[C:6](=[N:7][CH:8]=[CH:9][CH:10]=2)[N:5]([NH2:19])[CH:4]=1)[CH3:2]. Given the reactants [CH2:1]([C:3]1[C:11]2[C:6](=[N:7][CH:8]=[CH:9][CH:10]=2)[NH:5][CH:4]=1)[CH3:2].CC([O-])(C)C.[K+].C[N:19](C=O)C, predict the reaction product. (3) Given the reactants [H-].[Na+].[CH:3]1([C:9]2[C:17]3[C:12](=[CH:13][C:14]([C:18]([O:20][CH3:21])=[O:19])=[CH:15][CH:16]=3)[NH:11][C:10]=2[C:22]2[CH:27]=[CH:26][CH:25]=[CH:24][C:23]=2[OH:28])[CH2:8][CH2:7][CH2:6][CH2:5][CH2:4]1.Br[CH2:30][C:31]1([CH2:39]Br)[CH2:36][O:35][C:34]([CH3:38])([CH3:37])[O:33][CH2:32]1, predict the reaction product. The product is: [CH:3]1([C:9]2[C:17]3[CH:16]=[CH:15][C:14]([C:18]([O:20][CH3:21])=[O:19])=[CH:13][C:12]=3[N:11]3[C:10]=2[C:22]2[CH:27]=[CH:26][CH:25]=[CH:24][C:23]=2[O:28][CH2:39][C:31]2([CH2:36][O:35][C:34]([CH3:38])([CH3:37])[O:33][CH2:32]2)[CH2:30]3)[CH2:8][CH2:7][CH2:6][CH2:5][CH2:4]1. (4) The product is: [CH3:1][C:2]1([CH3:14])[O:6][C@H:5]([CH2:7][CH2:8][C:9]([O:11][CH2:12][CH3:13])=[O:10])[CH2:4][O:3]1. Given the reactants [CH3:1][C:2]1([CH3:14])[O:6][C@H:5](/[CH:7]=[CH:8]/[C:9]([O:11][CH2:12][CH3:13])=[O:10])[CH2:4][O:3]1, predict the reaction product. (5) Given the reactants C(OC(=O)[NH:7][CH2:8][C:9]([NH:11][C:12]1[CH:17]=[CH:16][C:15]([CH2:18][CH2:19][C:20]2[N:21]=[C:22]([NH:36][C:37](=[O:39])[CH3:38])[S:23][C:24]=2[CH2:25][C:26]2[CH:31]=[CH:30][C:29]([S:32]([CH3:35])(=[O:34])=[O:33])=[CH:28][CH:27]=2)=[CH:14][CH:13]=1)=[O:10])(C)(C)C.[ClH:41], predict the reaction product. The product is: [ClH:41].[C:37]([NH:36][C:22]1[S:23][C:24]([CH2:25][C:26]2[CH:27]=[CH:28][C:29]([S:32]([CH3:35])(=[O:33])=[O:34])=[CH:30][CH:31]=2)=[C:20]([CH2:19][CH2:18][C:15]2[CH:14]=[CH:13][C:12]([NH:11][C:9](=[O:10])[CH2:8][NH2:7])=[CH:17][CH:16]=2)[N:21]=1)(=[O:39])[CH3:38].